Predict the reactants needed to synthesize the given product. From a dataset of Full USPTO retrosynthesis dataset with 1.9M reactions from patents (1976-2016). (1) Given the product [CH3:1][C:2]1([CH3:31])[C:10]2[C:5](=[CH:6][C:7]([N:11]3[C:15](=[O:16])[C:14]([CH3:17])([CH3:18])[N:13]([CH2:19][C:20]4[C:29]5[C:24](=[CH:25][CH:26]=[CH:27][CH:28]=5)[N:23]=[CH:22][CH:21]=4)[C:12]3=[O:30])=[CH:8][CH:9]=2)[N:4]([C:34](=[O:35])[CH2:33][N:37]2[CH2:42][CH2:41][O:40][CH2:39][CH2:38]2)[CH2:3]1, predict the reactants needed to synthesize it. The reactants are: [CH3:1][C:2]1([CH3:31])[C:10]2[C:5](=[CH:6][C:7]([N:11]3[C:15](=[O:16])[C:14]([CH3:18])([CH3:17])[N:13]([CH2:19][C:20]4[C:29]5[C:24](=[CH:25][CH:26]=[CH:27][CH:28]=5)[N:23]=[CH:22][CH:21]=4)[C:12]3=[O:30])=[CH:8][CH:9]=2)[NH:4][CH2:3]1.Cl[CH2:33][C:34](Cl)=[O:35].[NH:37]1[CH2:42][CH2:41][O:40][CH2:39][CH2:38]1. (2) The reactants are: [NH:1]1[C:9]2[C:4](=[CH:5][C:6]([CH2:10][NH:11][C:12](=[O:16])[CH:13]([CH3:15])[CH3:14])=[CH:7][CH:8]=2)[CH:3]=[CH:2]1.Cl[C:18]1[N:23]=[CH:22][C:21]([O:24][CH:25]2[CH2:30][CH2:29][N:28]([C:31]([O:33][C:34]([CH3:37])([CH3:36])[CH3:35])=[O:32])[CH2:27][CH2:26]2)=[CH:20][CH:19]=1. Given the product [C:34]([O:33][C:31]([N:28]1[CH2:27][CH2:26][CH:25]([O:24][C:21]2[CH:22]=[N:23][C:18]([N:1]3[C:9]4[C:4](=[CH:5][C:6]([CH2:10][NH:11][C:12](=[O:16])[CH:13]([CH3:14])[CH3:15])=[CH:7][CH:8]=4)[CH:3]=[CH:2]3)=[CH:19][CH:20]=2)[CH2:30][CH2:29]1)=[O:32])([CH3:37])([CH3:35])[CH3:36], predict the reactants needed to synthesize it. (3) Given the product [CH:11]1([C:10]#[C:9][C:6]2[CH:7]=[CH:8][C:3]([C:2]#[N:1])=[CH:4][N:5]=2)[CH2:16][CH2:15][CH2:14][CH2:13][CH2:12]1, predict the reactants needed to synthesize it. The reactants are: [NH2:1][CH2:2][C:3]1[CH:4]=[N:5][C:6]([CH2:9][CH2:10][CH:11]2[CH2:16][CH2:15][CH2:14][CH2:13][CH2:12]2)=[CH:7][CH:8]=1.FC(F)(F)C(O)=O.C(OC(C1C(CN)=NC(CCC2CCCCC2)=CC=1)=O)(C)(C)C. (4) Given the product [N+:12]([C:9]1[CH:10]=[C:11]2[C:6](=[CH:7][CH:8]=1)[N:5]=[CH:4][N:3]=[C:2]2[N:34]1[CH2:33][CH2:32][N:31]([C:24]([O:26][C:27]([CH3:30])([CH3:29])[CH3:28])=[O:25])[CH2:36][CH2:35]1)([O-:14])=[O:13], predict the reactants needed to synthesize it. The reactants are: Cl[C:2]1[C:11]2[C:6](=[CH:7][CH:8]=[C:9]([N+:12]([O-:14])=[O:13])[CH:10]=2)[N:5]=[CH:4][N:3]=1.CCN(C(C)C)C(C)C.[C:24]([N:31]1[CH2:36][CH2:35][NH:34][CH2:33][CH2:32]1)([O:26][C:27]([CH3:30])([CH3:29])[CH3:28])=[O:25]. (5) Given the product [Cl:17][C:18]1[CH:19]=[N:20][CH:21]=[C:22]([Cl:25])[C:23]=1[N:14]1[CH2:15][CH2:16][CH:11]([S:8]([C:4]2[CH:5]=[CH:6][CH:7]=[C:2]([Cl:1])[CH:3]=2)(=[O:10])=[O:9])[CH2:12][CH2:13]1, predict the reactants needed to synthesize it. The reactants are: [Cl:1][C:2]1[CH:3]=[C:4]([S:8]([CH:11]2[CH2:16][CH2:15][NH:14][CH2:13][CH2:12]2)(=[O:10])=[O:9])[CH:5]=[CH:6][CH:7]=1.[Cl:17][C:18]1[CH:19]=[N:20][CH:21]=[C:22]([Cl:25])[C:23]=1Cl.CCN(C(C)C)C(C)C.